Dataset: Forward reaction prediction with 1.9M reactions from USPTO patents (1976-2016). Task: Predict the product of the given reaction. Given the reactants CS(O[CH2:6][C@H:7]([CH2:11][C:12]1[CH:17]=[CH:16][C:15]2[O:18][CH2:19][O:20][C:14]=2[CH:13]=1)[C:8]([OH:10])=[O:9])(=O)=O.[OH-].[Na+], predict the reaction product. The product is: [CH2:19]1[O:18][C:15]2[CH:16]=[CH:17][C:12]([CH2:11][C@H:7]3[CH2:6][O:9][C:8]3=[O:10])=[CH:13][C:14]=2[O:20]1.